The task is: Predict which catalyst facilitates the given reaction.. This data is from Catalyst prediction with 721,799 reactions and 888 catalyst types from USPTO. (1) Reactant: [OH:1][CH2:2][C@@H:3]1[CH2:8][CH2:7][CH2:6][N:5]([C:9]([O:11][C:12]([CH3:15])([CH3:14])[CH3:13])=[O:10])[CH2:4]1.[H-].[Na+].[CH3:18]I.O. Product: [CH3:18][O:1][CH2:2][C@@H:3]1[CH2:8][CH2:7][CH2:6][N:5]([C:9]([O:11][C:12]([CH3:15])([CH3:14])[CH3:13])=[O:10])[CH2:4]1. The catalyst class is: 9. (2) Reactant: C(=O)([O-])[O-].[Na+].[Na+].Br[C:8]1[CH:9]=[C:10]([C:14]([CH2:22][CH3:23])([O:17][Si:18]([CH3:21])([CH3:20])[CH3:19])[CH2:15][CH3:16])[CH:11]=[CH:12][CH:13]=1.[CH2:24]([C:26]([C:45]1[CH:58]=[CH:57][C:48]([O:49][CH2:50][C@@H:51]2[O:55][C:54](=[O:56])[CH2:53][CH2:52]2)=[C:47]([CH3:59])[CH:46]=1)([C:29]1[CH:34]=[CH:33][C:32](B2OC(C)(C)C(C)(C)O2)=[C:31]([CH3:44])[CH:30]=1)[CH2:27][CH3:28])[CH3:25].C(OCC)(=O)C. Product: [CH2:24]([C:26]([C:45]1[CH:58]=[CH:57][C:48]([O:49][CH2:50][C@@H:51]2[O:55][C:54](=[O:56])[CH2:53][CH2:52]2)=[C:47]([CH3:59])[CH:46]=1)([C:29]1[CH:34]=[CH:33][C:32]([C:8]2[CH:13]=[CH:12][CH:11]=[C:10]([C:14]([CH2:22][CH3:23])([O:17][Si:18]([CH3:21])([CH3:20])[CH3:19])[CH2:15][CH3:16])[CH:9]=2)=[C:31]([CH3:44])[CH:30]=1)[CH2:27][CH3:28])[CH3:25]. The catalyst class is: 9. (3) The catalyst class is: 23. Product: [Cl:19][C:13]1[CH:14]=[C:15]([N:18]=[CH:8][C:7]2[CH:6]=[CH:5][N:4]=[C:3]([CH3:10])[C:2]=2[OH:1])[CH:16]=[CH:17][C:12]=1[F:11]. Reactant: [OH:1][C:2]1[C:3]([CH3:10])=[N:4][CH:5]=[CH:6][C:7]=1[CH:8]=O.[F:11][C:12]1[CH:17]=[CH:16][C:15]([NH2:18])=[CH:14][C:13]=1[Cl:19]. (4) Reactant: [N+:1]([C:4]1[CH:9]=[CH:8][C:7]([OH:10])=[C:6]([F:11])[CH:5]=1)([O-])=O. Product: [NH2:1][C:4]1[CH:9]=[CH:8][C:7]([OH:10])=[C:6]([F:11])[CH:5]=1. The catalyst class is: 19. (5) Reactant: [N:1]12[CH2:8][CH2:7][C:4]([C:9]([C:17]3[CH:22]=[CH:21][CH:20]=[CH:19][CH:18]=3)([C:11]3[CH:16]=[CH:15][CH:14]=[CH:13][CH:12]=3)[OH:10])([CH2:5][CH2:6]1)[CH2:3][CH2:2]2.[F:23][C:24]1[CH:29]=[CH:28][C:27]([O:30][CH2:31][CH2:32][CH2:33][Br:34])=[CH:26][CH:25]=1. Product: [Br-:34].[F:23][C:24]1[CH:29]=[CH:28][C:27]([O:30][CH2:31][CH2:32][CH2:33][N+:1]23[CH2:6][CH2:5][C:4]([C:9]([OH:10])([C:17]4[CH:22]=[CH:21][CH:20]=[CH:19][CH:18]=4)[C:11]4[CH:12]=[CH:13][CH:14]=[CH:15][CH:16]=4)([CH2:3][CH2:2]2)[CH2:7][CH2:8]3)=[CH:26][CH:25]=1. The catalyst class is: 23. (6) Reactant: [C:1]1([N:7]2[C:11]([N:12](C(OC(C)(C)C)=O)[C:13]([O:15][C:16]([CH3:19])([CH3:18])[CH3:17])=[O:14])=[CH:10][CH:9]=[N:8]2)[CH:6]=[CH:5][CH:4]=[CH:3][CH:2]=1.[OH-].[Na+]. Product: [C:1]1([N:7]2[C:11]([NH:12][C:13](=[O:14])[O:15][C:16]([CH3:18])([CH3:17])[CH3:19])=[CH:10][CH:9]=[N:8]2)[CH:2]=[CH:3][CH:4]=[CH:5][CH:6]=1. The catalyst class is: 5.